This data is from Reaction yield outcomes from USPTO patents with 853,638 reactions. The task is: Predict the reaction yield, written as a fraction of the theoretical maximum amount of product (1.0 means a 100% yield; for example, 0.34 means a 34% yield). (1) The product is [F:16][C:17]1[CH:18]=[C:19]([CH:23]=[C:24]([C:26]([F:29])([F:28])[F:27])[CH:25]=1)[C:20]([N:11]=[C:9]1[N:8]([CH:31]([CH2:36][CH3:37])[C:32]([OH:34])=[O:33])[C:7]2[CH:12]=[CH:13][C:4]([O:3][C:2]([F:1])([F:14])[F:15])=[CH:5][C:6]=2[S:10]1)=[O:21]. The reactants are [F:1][C:2]([F:15])([F:14])[O:3][C:4]1[CH:13]=[CH:12][C:7]2[N:8]=[C:9]([NH2:11])[S:10][C:6]=2[CH:5]=1.[F:16][C:17]1[CH:18]=[C:19]([CH:23]=[C:24]([C:26]([F:29])([F:28])[F:27])[CH:25]=1)[C:20](Cl)=[O:21].Br[CH:31]([CH2:36][CH3:37])[C:32]([O:34]C)=[O:33].COC1C=CC2N=C(N)SC=2C=1.ClC1C=C(C=CC=1)C(Cl)=O.BrCC(OCC)=O. The yield is 0.180. No catalyst specified. (2) The reactants are [CH:1]1([C:5]2[C:14](I)=[CH:13][C:8]([C:9]([O:11][CH3:12])=[O:10])=[C:7]([CH3:16])[CH:6]=2)[CH2:4][CH2:3][CH2:2]1.[CH:17]([O:19]CCCC)=[CH2:18].C1C=CC(P(C2C=CC=CC=2)CCCP(C2C=CC=CC=2)C2C=CC=CC=2)=CC=1.Cl. The catalyst is CS(C)=O.O.C(OCC)(=O)C.CC([O-])=O.CC([O-])=O.[Pd+2]. The product is [C:17]([C:14]1[C:5]([CH:1]2[CH2:4][CH2:3][CH2:2]2)=[CH:6][C:7]([CH3:16])=[C:8]([CH:13]=1)[C:9]([O:11][CH3:12])=[O:10])(=[O:19])[CH3:18]. The yield is 0.610. (3) The reactants are [CH2:1]([C:3]1[CH:21]=[CH:20][CH:19]=[C:18]([CH3:22])[C:4]=1[CH2:5][NH:6][C:7]1[C:12]([NH2:13])=[C:11]([NH:14][CH3:15])C=C(OC)[N:8]=1)[CH3:2].[C:23](OC)(OC)([O:25][CH3:26])[CH3:24].C(=O)(O)[O-].[Na+].[CH2:36](O)[CH3:37]. No catalyst specified. The product is [CH2:1]([C:3]1[CH:21]=[CH:20][CH:19]=[C:18]([CH3:22])[C:4]=1[CH2:5][NH:6][C:7]1[C:12]2[N:13]=[C:36]([CH3:37])[N:14]([CH3:15])[C:11]=2[CH:24]=[C:23]([O:25][CH3:26])[N:8]=1)[CH3:2]. The yield is 0.120. (4) The reactants are [CH3:1][C:2]1([CH3:17])[C:10]2[C:5](=[CH:6][C:7]([N+:11]([O-])=O)=[CH:8][CH:9]=2)[N:4]([C:14](=[O:16])[CH3:15])[CH2:3]1. The catalyst is CO.[Pd]. The product is [NH2:11][C:7]1[CH:6]=[C:5]2[C:10]([C:2]([CH3:17])([CH3:1])[CH2:3][N:4]2[C:14](=[O:16])[CH3:15])=[CH:9][CH:8]=1. The yield is 0.610. (5) The product is [C:1]([C:5]1[N:10]=[C:9]([N:11]2[CH2:12][CH2:13][N:14]([CH2:17][CH2:18][CH2:19][CH2:20][NH:21][C:31]([N:47]3[CH2:48][CH2:49][N:44]([C:38]4[CH:43]=[CH:42][CH:41]=[CH:40][CH:39]=4)[CH2:45][CH2:46]3)=[O:32])[CH2:15][CH2:16]2)[CH:8]=[C:7]([C:22]([CH3:25])([CH3:24])[CH3:23])[N:6]=1)([CH3:4])([CH3:3])[CH3:2]. The reactants are [C:1]([C:5]1[N:10]=[C:9]([N:11]2[CH2:16][CH2:15][N:14]([CH2:17][CH2:18][CH2:19][CH2:20][NH2:21])[CH2:13][CH2:12]2)[CH:8]=[C:7]([C:22]([CH3:25])([CH3:24])[CH3:23])[N:6]=1)([CH3:4])([CH3:3])[CH3:2].C1N=CN([C:31](N2C=NC=C2)=[O:32])C=1.[C:38]1([N:44]2[CH2:49][CH2:48][NH:47][CH2:46][CH2:45]2)[CH:43]=[CH:42][CH:41]=[CH:40][CH:39]=1. The yield is 0.310. The catalyst is C(Cl)(Cl)Cl.CO. (6) The reactants are [S:1]1[CH:3]([C:4]([C:6]2[CH:11]=[CH:10][C:9]([CH3:12])=[CH:8][CH:7]=2)=[CH2:5])[CH2:2]1. The catalyst is C1C=CC=CC=1. The product is [C:9]1([CH3:12])[CH:8]=[CH:7][C:6]([C:4]2[CH2:3][S:1][CH2:2][CH:5]=2)=[CH:11][CH:10]=1. The yield is 0.850. (7) The reactants are [NH2:1][C:2]1[CH:3]=[N:4][O:5][C:6]=1[CH3:7].N1C=CC=CC=1.Cl[C:15]([O:17][C:18]1[CH:23]=[CH:22][CH:21]=[CH:20][CH:19]=1)=[O:16]. The catalyst is C1COCC1.C(OCC)(=O)C. The product is [C:18]1([O:17][C:15](=[O:16])[NH:1][C:2]2[CH:3]=[N:4][O:5][C:6]=2[CH3:7])[CH:23]=[CH:22][CH:21]=[CH:20][CH:19]=1. The yield is 0.640. (8) The reactants are [O:1]1[C:5]2[CH:6]=[CH:7][C:8]([C:10]3([C:13]([OH:15])=O)[CH2:12][CH2:11]3)=[CH:9][C:4]=2[O:3][CH2:2]1.C(Cl)(C(Cl)=O)=O.[NH2:22][C:23]1[S:24][C:25]([C@H:28]([C:36]2[CH:41]=[CH:40][C:39]([F:42])=[CH:38][C:37]=2[Cl:43])[NH:29][S@@:30]([C:32]([CH3:35])([CH3:34])[CH3:33])=[O:31])=[CH:26][N:27]=1.CCN(CC)CC. The catalyst is C(Cl)Cl.CN(C=O)C. The product is [O:1]1[C:5]2[CH:6]=[CH:7][C:8]([C:10]3([C:13]([NH:22][C:23]4[S:24][C:25]([C@H:28]([C:36]5[CH:41]=[CH:40][C:39]([F:42])=[CH:38][C:37]=5[Cl:43])[NH:29][S@@:30]([C:32]([CH3:35])([CH3:34])[CH3:33])=[O:31])=[CH:26][N:27]=4)=[O:15])[CH2:11][CH2:12]3)=[CH:9][C:4]=2[O:3][CH2:2]1. The yield is 0.690. (9) The reactants are [N:1]1[C:10]2[C:5](=[CH:6][CH:7]=[CH:8][CH:9]=2)[CH:4]=[C:3]([CH2:11]O)[CH:2]=1.O=S(Cl)[Cl:15]. The catalyst is C(Cl)Cl. The product is [ClH:15].[Cl:15][CH2:11][C:3]1[CH:2]=[N:1][C:10]2[C:5]([CH:4]=1)=[CH:6][CH:7]=[CH:8][CH:9]=2. The yield is 0.850. (10) The reactants are [CH:1]1([C:4]2[CH:5]=[C:6]([CH:10]3OCC[O:11]3)[CH:7]=[CH:8][CH:9]=2)[CH2:3][CH2:2]1.Cl. The catalyst is C1COCC1. The product is [CH:1]1([C:4]2[CH:5]=[C:6]([CH:7]=[CH:8][CH:9]=2)[CH:10]=[O:11])[CH2:2][CH2:3]1. The yield is 0.740.